From a dataset of Forward reaction prediction with 1.9M reactions from USPTO patents (1976-2016). Predict the product of the given reaction. (1) The product is: [F:1][C:2]1[C:3](=[O:21])[N:4]([C:9]2[CH:10]=[CH:11][C:12]([N:15]3[CH2:20][CH2:19][N:18]([CH2:23][CH2:24][CH2:25][CH2:26][CH2:27][C:28]4[C:36]5[C:31](=[CH:32][CH:33]=[C:34]([C:37]#[N:38])[CH:35]=5)[NH:30][CH:29]=4)[CH2:17][CH2:16]3)=[CH:13][CH:14]=2)[CH:5]=[C:6]([F:8])[CH:7]=1. Given the reactants [F:1][C:2]1[C:3](=[O:21])[N:4]([C:9]2[CH:14]=[CH:13][C:12]([N:15]3[CH2:20][CH2:19][NH:18][CH2:17][CH2:16]3)=[CH:11][CH:10]=2)[CH:5]=[C:6]([F:8])[CH:7]=1.Cl[CH2:23][CH2:24][CH2:25][CH2:26][CH2:27][C:28]1[C:36]2[C:31](=[CH:32][CH:33]=[C:34]([C:37]#[N:38])[CH:35]=2)[NH:30][CH:29]=1.C(=O)([O-])[O-].[K+].[K+].[I-].[K+], predict the reaction product. (2) Given the reactants [Cl:1][C:2]1[CH:3]=[CH:4][CH:5]=[C:6]2[C:10]=1[NH:9][CH:8]=[C:7]2[CH:11]1[CH2:16][CH2:15][NH:14][CH2:13][CH2:12]1.Br[CH2:18][CH2:19][CH2:20][CH2:21][N:22]1[C:31]2[C:26](=[CH:27][CH:28]=[CH:29][CH:30]=2)[CH2:25][CH2:24][C:23]1=[O:32], predict the reaction product. The product is: [ClH:1].[Cl:1][C:2]1[CH:3]=[CH:4][CH:5]=[C:6]2[C:10]=1[NH:9][CH:8]=[C:7]2[CH:11]1[CH2:16][CH2:15][N:14]([CH2:18][CH2:19][CH2:20][CH2:21][N:22]2[C:31]3[C:26](=[CH:27][CH:28]=[CH:29][CH:30]=3)[CH2:25][CH2:24][C:23]2=[O:32])[CH2:13][CH2:12]1. (3) Given the reactants Br[C:2]1[CH:3]=[CH:4][C:5]2[O:10][C:9]([CH3:12])([CH3:11])[CH2:8][S:7](=[O:14])(=[O:13])[C:6]=2[CH:15]=1.[CH3:16][C:17]1([CH3:33])[C:21]([CH3:23])([CH3:22])[O:20][B:19]([B:19]2[O:20][C:21]([CH3:23])([CH3:22])[C:17]([CH3:33])([CH3:16])[O:18]2)[O:18]1.C([O-])(=O)C.[K+], predict the reaction product. The product is: [CH3:11][C:9]1([CH3:12])[CH2:8][S:7](=[O:14])(=[O:13])[C:6]2[CH:15]=[C:2]([B:19]3[O:20][C:21]([CH3:23])([CH3:22])[C:17]([CH3:33])([CH3:16])[O:18]3)[CH:3]=[CH:4][C:5]=2[O:10]1. (4) Given the reactants [Cl:1][C:2]1[C:3]([F:31])=[C:4]([CH:8]2[C:12]([C:15]3[CH:20]=[CH:19][C:18]([Cl:21])=[CH:17][C:16]=3[F:22])([C:13]#[N:14])[CH:11]([CH2:23][C:24]([CH3:27])([CH3:26])[CH3:25])[NH:10][CH:9]2[C:28](O)=[O:29])[CH:5]=[CH:6][CH:7]=1.[NH2:32][CH2:33][C:34]1[CH:43]=[CH:42][C:37]([C:38]([O:40][CH3:41])=[O:39])=[C:36]([F:44])[CH:35]=1.CCN(C(C)C)C(C)C.C1C=CC2N(O)N=NC=2C=1.CN(C(ON1N=NC2C=CC=CC1=2)=[N+](C)C)C.F[P-](F)(F)(F)(F)F, predict the reaction product. The product is: [CH3:41][O:40][C:38](=[O:39])[C:37]1[CH:42]=[CH:43][C:34]([CH2:33][NH:32][C:28]([C@H:9]2[C@H:8]([C:4]3[CH:5]=[CH:6][CH:7]=[C:2]([Cl:1])[C:3]=3[F:31])[C@:12]([C:15]3[CH:20]=[CH:19][C:18]([Cl:21])=[CH:17][C:16]=3[F:22])([C:13]#[N:14])[C@H:11]([CH2:23][C:24]([CH3:25])([CH3:26])[CH3:27])[NH:10]2)=[O:29])=[CH:35][C:36]=1[F:44]. (5) Given the reactants [CH3:1][C:2]1([CH3:17])[C:10]2[C:5](=[CH:6][C:7]([N:11]3[CH2:16][CH2:15][O:14][CH2:13][CH2:12]3)=[CH:8][CH:9]=2)[NH:4][CH2:3]1.Cl[C:19]1[C:28]2[C:23](=[CH:24][C:25]([F:29])=[CH:26][CH:27]=2)[N:22]=[C:21]([C:30]2[CH:35]=[CH:34][CH:33]=[CH:32][C:31]=2[F:36])[C:20]=1[CH3:37].[H-].[Na+], predict the reaction product. The product is: [CH3:1][C:2]1([CH3:17])[C:10]2[C:5](=[CH:6][C:7]([N:11]3[CH2:16][CH2:15][O:14][CH2:13][CH2:12]3)=[CH:8][CH:9]=2)[N:4]([C:19]2[C:28]3[C:23](=[CH:24][C:25]([F:29])=[CH:26][CH:27]=3)[N:22]=[C:21]([C:30]3[CH:35]=[CH:34][CH:33]=[CH:32][C:31]=3[F:36])[C:20]=2[CH3:37])[CH2:3]1. (6) Given the reactants Cl[CH2:2][C:3]1[C:4]([S:9][CH:10]2[CH2:13][CH2:12][CH2:11]2)=[N:5][CH:6]=[CH:7][CH:8]=1.C([O:16][C:17]([CH:19]1[CH2:21][CH:20]1[C:22]1[CH:27]=[CH:26][C:25]([OH:28])=[C:24]([Cl:29])[CH:23]=1)=[O:18])C, predict the reaction product. The product is: [Cl:29][C:24]1[CH:23]=[C:22]([CH:20]2[CH2:21][CH:19]2[C:17]([OH:18])=[O:16])[CH:27]=[CH:26][C:25]=1[O:28][CH2:2][C:3]1[C:4]([S:9][CH:10]2[CH2:13][CH2:12][CH2:11]2)=[N:5][CH:6]=[CH:7][CH:8]=1. (7) Given the reactants [NH2:1][C:2]1[C:3]([Cl:16])=[CH:4][C:5](/[C:10](=[CH:12]/[C:13](=[O:15])[CH3:14])/[CH3:11])=[C:6]([CH:9]=1)[C:7]#[N:8].C(O)(=O)C, predict the reaction product. The product is: [NH2:1][C:2]1[C:3]([Cl:16])=[CH:4][C:5]([CH:10]([CH2:12][C:13](=[O:15])[CH3:14])[CH3:11])=[C:6]([CH:9]=1)[C:7]#[N:8]. (8) The product is: [ClH:47].[CH3:39][O:40][CH2:41][CH2:42][O:43][CH2:44][C:45]([N:14]1[CH2:13][C@H:12]([NH:11][C:10](=[O:36])[C@@H:8]([NH:7][CH3:37])[CH3:9])[C:18](=[O:19])[N:17]([CH2:20][C:21]2[C:30]3[C:25](=[CH:26][CH:27]=[CH:28][CH:29]=3)[CH:24]=[CH:23][C:22]=2[CH3:31])[C:16]2[CH:32]=[CH:33][CH:34]=[CH:35][C:15]1=2)=[O:46]. Given the reactants C(OC(=O)[N:7]([CH3:37])[C@H:8]([C:10](=[O:36])[NH:11][C@@H:12]1[C:18](=[O:19])[N:17]([CH2:20][C:21]2[C:30]3[C:25](=[CH:26][CH:27]=[CH:28][CH:29]=3)[CH:24]=[CH:23][C:22]=2[CH3:31])[C:16]2[CH:32]=[CH:33][CH:34]=[CH:35][C:15]=2[NH:14][CH2:13]1)[CH3:9])(C)(C)C.[CH3:39][O:40][CH2:41][CH2:42][O:43][CH2:44][C:45]([Cl:47])=[O:46], predict the reaction product. (9) Given the reactants C(OC([NH:8][CH2:9][C:10]1[CH:15]=[CH:14][C:13]([CH2:16][NH:17][S:18]([C:21]2[CH:30]=[CH:29][CH:28]=[C:27]3[C:22]=2[CH:23]=[CH:24][N:25]=[CH:26]3)(=[O:20])=[O:19])=[CH:12][CH:11]=1)=O)(C)(C)C.Cl, predict the reaction product. The product is: [CH:26]1[C:27]2[C:22](=[C:21]([S:18]([NH:17][CH2:16][C:13]3[CH:14]=[CH:15][C:10]([CH2:9][NH2:8])=[CH:11][CH:12]=3)(=[O:19])=[O:20])[CH:30]=[CH:29][CH:28]=2)[CH:23]=[CH:24][N:25]=1. (10) The product is: [CH2:23]([O:25][C:26](=[O:41])[CH:27]([CH2:37][CH:38]([CH3:39])[CH3:40])[C:28](=[O:36])[CH2:29][C:30]([O:32][CH2:33][CH3:34])=[O:31])[CH3:24]. Given the reactants P([O-])([O-])([O-])=O.[K+].[K+].[K+].[Na+].[Cl-].O=C[C@@H]([C@H]([C@@H]([C@@H](CO)O)O)O)O.[CH2:23]([O:25][C:26](=[O:41])[CH:27]([CH2:37][CH:38]([CH3:40])[CH3:39])[C:28](=[O:36])[C:29](=O)[C:30]([O:32][CH2:33][CH3:34])=[O:31])[CH3:24], predict the reaction product.